This data is from Reaction yield outcomes from USPTO patents with 853,638 reactions. The task is: Predict the reaction yield, written as a fraction of the theoretical maximum amount of product (1.0 means a 100% yield; for example, 0.34 means a 34% yield). (1) The reactants are [F:1][C:2]1[CH:3]=[C:4]2[C:9](=[CH:10][CH:11]=1)[N:8]=[C:7]([O:12][CH3:13])[C:6]([NH:14][C:15](=[O:19])OCC)=[N:5]2.[CH3:20][O:21][C:22]1[CH:27]=[CH:26][C:25]([N:28]2[CH2:33][CH2:32][NH:31][CH2:30][CH2:29]2)=[CH:24][CH:23]=1. No catalyst specified. The product is [F:1][C:2]1[CH:3]=[C:4]2[C:9](=[CH:10][CH:11]=1)[N:8]=[C:7]([O:12][CH3:13])[C:6]([NH:14][C:15]([N:31]1[CH2:30][CH2:29][N:28]([C:25]3[CH:24]=[CH:23][C:22]([O:21][CH3:20])=[CH:27][CH:26]=3)[CH2:33][CH2:32]1)=[O:19])=[N:5]2. The yield is 0.800. (2) The product is [C:1]([O:6][C@H:7]1[CH2:31][CH2:30][C@@:29]2([CH3:32])[C@@:9]([OH:34])([C@H:10]([NH:35][CH2:36][CH2:37][C:38]3[N:42]=[CH:41][NH:40][CH:39]=3)[CH2:11][C@@H:12]3[C@@H:28]2[CH2:27][CH2:26][C@@:25]2([CH3:33])[C@H:13]3[CH2:14][CH2:15][C@@H:16]2[C@H:17]([CH3:24])[CH2:18][CH2:19][CH2:20][CH:21]([CH3:23])[CH3:22])[CH2:8]1)(=[O:5])[CH2:2][CH2:3][CH3:4]. The catalyst is COC(C)(C)C. The reactants are [C:1]([O:6][C@H:7]1[CH2:31][CH2:30][C@@:29]2([CH3:32])[C:9]3([O:34][C@H:10]3[CH2:11][C@@H:12]3[C@@H:28]2[CH2:27][CH2:26][C@@:25]2([CH3:33])[C@H:13]3[CH2:14][CH2:15][C@@H:16]2[C@H:17]([CH3:24])[CH2:18][CH2:19][CH2:20][CH:21]([CH3:23])[CH3:22])[CH2:8]1)(=[O:5])[CH2:2][CH2:3][CH3:4].[NH2:35][CH2:36][CH2:37][C:38]1[N:42]=[CH:41][NH:40][CH:39]=1.C(O)CCC. The yield is 0.570.